This data is from In vitro SARS-CoV-2 activity screen of 1,480 approved drugs from Prestwick library. The task is: Binary Classification. Given a drug SMILES string, predict its activity (active/inactive) in a high-throughput screening assay against a specified biological target. (1) The drug is CCOC(=O)[C@H](CCc1ccccc1)N[C@@H](C)C(=O)N1Cc2ccccc2C[C@H]1C(=O)O.Cl. The result is 0 (inactive). (2) The drug is COC(=O)[C@H](c1ccccc1Cl)N1CCc2sccc2C1. The result is 0 (inactive). (3) The molecule is C[C@@H]1CC[C@H]2[C@@H](C)[C@@H](O)O[C@@H]3O[C@@]4(C)CC[C@@H]1[C@@]23OO4. The result is 1 (active). (4) The drug is CCC(=O)O[C@]1(C(=O)SCF)[C@H](C)C[C@H]2[C@@H]3C[C@H](F)C4=CC(=O)C=C[C@]4(C)[C@@]3(F)[C@@H](O)C[C@@]21C. The result is 0 (inactive). (5) The compound is CCN1CCN(C(=O)N[C@@H](C(=O)N[C@@H]2C(=O)N3C(C(=O)O)=C(CSc4nnnn4C)CS[C@H]23)c2ccc(O)cc2)C(=O)C1=O.O.O. The result is 0 (inactive). (6) The compound is CCN(CC)CCOC(=O)c1ccc(N)cc1.Cl. The result is 0 (inactive). (7) The molecule is Cc1onc(-c2ccccc2)c1-c1ccc(S(N)(=O)=O)cc1. The result is 0 (inactive).